This data is from Forward reaction prediction with 1.9M reactions from USPTO patents (1976-2016). The task is: Predict the product of the given reaction. (1) The product is: [CH:1]([C:5]1[C:10]([O:11][CH3:12])=[CH:9][CH:8]=[CH:7][C:6]=1[O:13][C:15]1[CH:22]=[CH:21][C:18]([C:19]#[N:20])=[CH:17][CH:16]=1)([CH2:3][CH3:4])[CH3:2]. Given the reactants [CH:1]([C:5]1[C:10]([O:11][CH3:12])=[CH:9][CH:8]=[CH:7][C:6]=1[OH:13])([CH2:3][CH3:4])[CH3:2].F[C:15]1[CH:22]=[CH:21][C:18]([C:19]#[N:20])=[CH:17][CH:16]=1, predict the reaction product. (2) Given the reactants Cl.[CH3:2][NH:3][CH2:4][C:5]1[CH:13]=[CH:12][CH:11]=[C:10]2[C:6]=1[CH2:7][N:8]([CH:15]1[CH2:20][CH2:19][C:18](=[O:21])[NH:17][C:16]1=[O:22])[C:9]2=[O:14].[Cl:23][C:24]1[CH:25]=[C:26]([N:31]=[C:32]=[O:33])[CH:27]=[C:28]([Cl:30])[CH:29]=1.C(N(C(C)C)CC)(C)C, predict the reaction product. The product is: [Cl:23][C:24]1[CH:25]=[C:26]([NH:31][C:32](=[O:33])[N:3]([CH2:4][C:5]2[CH:13]=[CH:12][CH:11]=[C:10]3[C:6]=2[CH2:7][N:8]([CH:15]2[CH2:20][CH2:19][C:18](=[O:21])[NH:17][C:16]2=[O:22])[C:9]3=[O:14])[CH3:2])[CH:27]=[C:28]([Cl:30])[CH:29]=1. (3) Given the reactants [O:1]1[CH2:6][CH2:5][CH:4]([OH:7])[CH2:3][CH2:2]1.[H-].[Na+].Br[CH2:11][CH2:12][O:13][CH:14]1[CH2:19][CH2:18][CH2:17][CH2:16][O:15]1.C(OCC)(=O)C, predict the reaction product. The product is: [O:1]1[CH2:6][CH2:5][CH:4]([O:7][CH2:11][CH2:12][O:13][CH:14]2[CH2:19][CH2:18][CH2:17][CH2:16][O:15]2)[CH2:3][CH2:2]1. (4) Given the reactants [N:1]1[CH:6]=[CH:5][CH:4]=[CH:3][C:2]=1[CH3:7].C([Li])CCC.[CH3:13][O:14][C:15]1[CH:16]=[C:17]2[C:22](=[CH:23][C:24]=1[O:25][CH3:26])[N:21]=[CH:20][CH:19]=[C:18]2[O:27][C:28]1[CH:35]=[CH:34][C:33]([O:36][CH3:37])=[CH:32][C:29]=1[CH:30]=[O:31].[Cl-].[NH4+], predict the reaction product. The product is: [CH3:13][O:14][C:15]1[CH:16]=[C:17]2[C:22](=[CH:23][C:24]=1[O:25][CH3:26])[N:21]=[CH:20][CH:19]=[C:18]2[O:27][C:28]1[CH:35]=[CH:34][C:33]([O:36][CH3:37])=[CH:32][C:29]=1[CH:30]([OH:31])[CH2:7][C:2]1[CH:3]=[CH:4][CH:5]=[CH:6][N:1]=1. (5) Given the reactants [Br:1][C:2]1[CH:3]=[C:4]2[C:8](=[CH:9][CH:10]=1)[N:7]([C:11](=[O:21])/[CH:12]=[CH:13]/[C:14]1[CH:19]=[CH:18][CH:17]=[C:16]([Cl:20])[CH:15]=1)[CH2:6][CH2:5]2.[NH4+].[OH-], predict the reaction product. The product is: [Br:1][C:2]1[CH:10]=[C:9]2[C:8]3=[C:4]([CH2:5][CH2:6][N:7]3[C:11](=[O:21])[CH2:12][CH:13]2[C:14]2[CH:19]=[CH:18][CH:17]=[C:16]([Cl:20])[CH:15]=2)[CH:3]=1. (6) Given the reactants [F:1][C:2]1[CH:3]=[C:4]2[C:8](=[CH:9][CH:10]=1)[NH:7][C:6]([CH3:11])=[C:5]2[CH2:12][CH2:13][C:14]([O:16][CH3:17])=[O:15].CC([O-])(C)C.[Na+].[Cl:24][C:25]1[CH:33]=[CH:32][C:28]([C:29](Cl)=[O:30])=[CH:27][CH:26]=1.[NH4+].[Cl-], predict the reaction product. The product is: [Cl:24][C:25]1[CH:33]=[CH:32][C:28]([C:29]([N:7]2[C:8]3[C:4](=[CH:3][C:2]([F:1])=[CH:10][CH:9]=3)[C:5]([CH2:12][CH2:13][C:14]([O:16][CH3:17])=[O:15])=[C:6]2[CH3:11])=[O:30])=[CH:27][CH:26]=1.